Dataset: Forward reaction prediction with 1.9M reactions from USPTO patents (1976-2016). Task: Predict the product of the given reaction. (1) Given the reactants [C:1]([O:5][C:6]([N:8]1[CH2:13][CH2:12][CH:11]([O:14][C:15]2[CH:20]=[CH:19][C:18]([C:21]3[CH2:26][CH2:25][C:24](=[O:27])[NH:23][N:22]=3)=[C:17]([F:28])[CH:16]=2)[CH2:10][CH2:9]1)=[O:7])([CH3:4])([CH3:3])[CH3:2].C(=O)([O-])[O-].[Cs+].[Cs+], predict the reaction product. The product is: [C:1]([O:5][C:6]([N:8]1[CH2:13][CH2:12][CH:11]([O:14][C:15]2[CH:20]=[CH:19][C:18]([C:21]3[CH:26]=[CH:25][C:24](=[O:27])[NH:23][N:22]=3)=[C:17]([F:28])[CH:16]=2)[CH2:10][CH2:9]1)=[O:7])([CH3:4])([CH3:2])[CH3:3]. (2) Given the reactants Br[CH2:2][CH2:3][Cl:4].[Br:5][C:6]1[CH:7]=[C:8]2[C:12](=[CH:13][CH:14]=1)[NH:11][N:10]=[CH:9]2.C([O-])([O-])=O.[Cs+].[Cs+].O, predict the reaction product. The product is: [Br:5][C:6]1[CH:7]=[C:8]2[C:12](=[CH:13][CH:14]=1)[N:11]([CH2:2][CH2:3][Cl:4])[N:10]=[CH:9]2. (3) Given the reactants C(NC(C)C)(C)C.C([Li])CCC.CCCCCC.[Br:19][C:20]1[N:21]=[CH:22][C:23]2[N:24]([CH:26]=[C:27]([CH3:29])[N:28]=2)[CH:25]=1.[Cl:30]C(Cl)(Cl)C(Cl)(Cl)Cl, predict the reaction product. The product is: [Br:19][C:20]1[N:21]=[CH:22][C:23]2[N:24]([CH:26]=[C:27]([CH3:29])[N:28]=2)[C:25]=1[Cl:30]. (4) Given the reactants [CH2:1]([C:3](=[CH:6][CH2:7][C:8]1[C:9]([O:21][CH2:22][CH2:23][Si:24]([CH3:27])([CH3:26])[CH3:25])=[C:10]2[C:14](=[C:15]([CH3:19])[C:16]=1[O:17][CH3:18])[CH2:13][O:12][C:11]2=[O:20])[CH:4]=[O:5])[CH3:2].[Li+].[BH4-], predict the reaction product. The product is: [OH:5][CH2:4][C:3]([CH2:1][CH3:2])=[CH:6][CH2:7][C:8]1[C:9]([O:21][CH2:22][CH2:23][Si:24]([CH3:25])([CH3:27])[CH3:26])=[C:10]2[C:14]([CH2:13][O:12][C:11]2=[O:20])=[C:15]([CH3:19])[C:16]=1[O:17][CH3:18]. (5) Given the reactants [Cl:1][C:2]1[N:11]=[C:10](Cl)[C:9]2[C:4](=[CH:5][CH:6]=[CH:7][CH:8]=2)[N:3]=1.[CH3:13][O:14][C:15]1[CH:21]=[CH:20][C:19]([O:22][CH3:23])=[CH:18][C:16]=1[NH2:17], predict the reaction product. The product is: [Cl:1][C:2]1[N:11]=[C:10]([NH:17][C:16]2[CH:18]=[C:19]([O:22][CH3:23])[CH:20]=[CH:21][C:15]=2[O:14][CH3:13])[C:9]2[C:4](=[CH:5][CH:6]=[CH:7][CH:8]=2)[N:3]=1. (6) Given the reactants [CH:1]1([N:6]2[CH2:11][CH2:10][CH:9]([O:12][C:13]3[N:18]=[CH:17][C:16](Br)=[CH:15][N:14]=3)[CH2:8][CH2:7]2)[CH2:5][CH2:4][CH2:3][CH2:2]1.[NH:20]1[CH2:25][CH2:24][CH2:23][CH2:22][C:21]1=[O:26], predict the reaction product. The product is: [CH:1]1([N:6]2[CH2:11][CH2:10][CH:9]([O:12][C:13]3[N:18]=[CH:17][C:16]([N:20]4[CH2:25][CH2:24][CH2:23][CH2:22][C:21]4=[O:26])=[CH:15][N:14]=3)[CH2:8][CH2:7]2)[CH2:5][CH2:4][CH2:3][CH2:2]1.